The task is: Predict the reactants needed to synthesize the given product.. This data is from Full USPTO retrosynthesis dataset with 1.9M reactions from patents (1976-2016). (1) Given the product [ClH:1].[CH:2]([NH:5][CH:6]([OH:15])[CH2:7][C:9]1[CH:14]=[CH:13][CH:12]=[CH:11][C:10]=1[OH:19])([CH3:4])[CH3:3], predict the reactants needed to synthesize it. The reactants are: [ClH:1].[CH:2]([NH:5][CH:6]([OH:15])[C:7]([C:9]1[CH:14]=[CH:13][CH:12]=[CH:11][CH:10]=1)=O)([CH3:4])[CH3:3].[BH4-].[Na+].C[OH:19]. (2) Given the product [NH:19]1[C:20]2[C:16](=[C:15]([C:13]3[N:12]=[C:11]([NH:34][C:35]4[CH:36]=[N:37][CH:38]=[CH:39][CH:40]=4)[N:10]=[C:9]([OH:8])[CH:14]=3)[CH:23]=[CH:22][CH:21]=2)[CH:17]=[CH:18]1, predict the reactants needed to synthesize it. The reactants are: C([O:8][C:9]1[CH:14]=[C:13]([C:15]2[CH:23]=[CH:22][CH:21]=[C:20]3[C:16]=2[CH:17]=[CH:18][N:19]3[Si](C(C)C)(C(C)C)C(C)C)[N:12]=[C:11]([NH:34][C:35]2[CH:36]=[N:37][CH:38]=[CH:39][CH:40]=2)[N:10]=1)C1C=CC=CC=1.C(OC1C=C(Cl)N=C(NC2C=NC=CC=2)N=1)C1C=CC=CC=1.C(=O)([O-])[O-].[K+].[K+].CC1(C)C(C)(C)OB(C2C=CC=C3C=2C=CN3[Si](C(C)C)(C(C)C)C(C)C)O1. (3) Given the product [NH:16]1[C:1]([C:3]2[CH:4]=[C:5]3[C:10](=[CH:11][CH:12]=2)[N:9]=[CH:8][NH:7][C:6]3=[O:13])=[N:2][N:18]=[N:17]1, predict the reactants needed to synthesize it. The reactants are: [C:1]([C:3]1[CH:4]=[C:5]2[C:10](=[CH:11][CH:12]=1)[N:9]=[CH:8][NH:7][C:6]2=[O:13])#[N:2].[Cl-].[NH4+].[N-:16]=[N+:17]=[N-:18].[Na+]. (4) Given the product [CH:28]([C:26]1[CH:25]=[CH:24][C:23]([O:31][CH3:32])=[C:22]([C:13]2[CH:14]=[CH:15][C:16]([C:18]([F:20])([F:21])[F:19])=[CH:17][C:12]=2[CH2:11][NH:10][CH2:9][C@@H:8]([C:33]2[CH:34]=[CH:35][CH:36]=[CH:37][CH:38]=2)[NH2:7])[CH:27]=1)([CH3:30])[CH3:29], predict the reactants needed to synthesize it. The reactants are: C(OC(=O)[NH:7][C@H:8]([C:33]1[CH:38]=[CH:37][CH:36]=[CH:35][CH:34]=1)[CH2:9][NH:10][CH2:11][C:12]1[CH:17]=[C:16]([C:18]([F:21])([F:20])[F:19])[CH:15]=[CH:14][C:13]=1[C:22]1[CH:27]=[C:26]([CH:28]([CH3:30])[CH3:29])[CH:25]=[CH:24][C:23]=1[O:31][CH3:32])(C)(C)C.C(O)(C(F)(F)F)=O.[OH-].[Na+]. (5) Given the product [F:1][C:2]1[CH:3]=[C:4]([CH2:8][CH2:9][CH2:10][N:11]2[CH2:21][C:16]3[C:15](=[CH:20][CH:19]=[CH:18][CH:17]=3)[C:14]2=[O:13])[CH:5]=[CH:6][CH:7]=1, predict the reactants needed to synthesize it. The reactants are: [F:1][C:2]1[CH:3]=[C:4]([CH2:8][CH2:9][CH2:10][NH2:11])[CH:5]=[CH:6][CH:7]=1.C[O:13][C:14](=O)[C:15]1[CH:20]=[CH:19][CH:18]=[CH:17][C:16]=1[CH2:21]Br.C([O-])([O-])=O.[K+].[K+].C(OCC)(=O)C. (6) Given the product [F:3][C:4]1[CH:5]=[C:6]([N:10]([CH3:21])[C:11]2[CH:20]=[CH:19][C:14]([C:15]([OH:17])=[O:16])=[CH:13][CH:12]=2)[CH:7]=[CH:8][CH:9]=1, predict the reactants needed to synthesize it. The reactants are: [H-].[Na+].[F:3][C:4]1[CH:5]=[C:6]([NH:10][C:11]2[CH:20]=[CH:19][C:14]([C:15]([O:17]C)=[O:16])=[CH:13][CH:12]=2)[CH:7]=[CH:8][CH:9]=1.[CH3:21]I.Cl. (7) The reactants are: [CH3:13][C:12]([O:11][C:9](O[C:9]([O:11][C:12]([CH3:15])([CH3:14])[CH3:13])=[O:10])=[O:10])([CH3:15])[CH3:14].[NH2:16][CH2:17][C@H:18]1[CH2:23][CH2:22][C@H:21]([C:24]([OH:26])=[O:25])[CH2:20][CH2:19]1.C([O-])(O)=O.[Na+].O. Given the product [C:12]([O:11][C:9]([NH:16][CH2:17][C@H:18]1[CH2:19][CH2:20][C@H:21]([C:24]([OH:26])=[O:25])[CH2:22][CH2:23]1)=[O:10])([CH3:13])([CH3:14])[CH3:15], predict the reactants needed to synthesize it. (8) Given the product [C:11]([O:10][C:9]([N:8]([C@H:16]1[CH2:24][CH2:23][CH2:22][C@H:21]([O:25][CH2:26][C:27]([CH3:29])=[CH2:28])[C@@H:20]([O:30][CH3:33])[C@H:19]([CH3:31])[O:18][C:17]1=[O:32])[C:6](=[O:7])[O:5][C:1]([CH3:2])([CH3:4])[CH3:3])=[O:15])([CH3:14])([CH3:13])[CH3:12], predict the reactants needed to synthesize it. The reactants are: [C:1]([O:5][C:6]([N:8]([C@H:16]1[CH2:24][CH2:23][CH2:22][C@H:21]([O:25][CH2:26][C:27]([CH3:29])=[CH2:28])[C@@H:20]([OH:30])[C@H:19]([CH3:31])[O:18][C:17]1=[O:32])[C:9](=[O:15])[O:10][C:11]([CH3:14])([CH3:13])[CH3:12])=[O:7])([CH3:4])([CH3:3])[CH3:2].[CH3:33]N(C1C2C(N(C)C)=CC=CC=2C=CC=1)C.F[B-](F)(F)F.C[O+](C)C.C([O-])(O)=O.[Na+]. (9) Given the product [Br:1][C:2]1[CH:7]=[C:6]([N+:8]([O-:10])=[O:9])[CH:5]=[CH:4][C:3]=1[NH:20][CH2:19][CH2:18][N:15]1[CH2:16][CH2:17][O:12][CH2:13][CH2:14]1, predict the reactants needed to synthesize it. The reactants are: [Br:1][C:2]1[CH:7]=[C:6]([N+:8]([O-:10])=[O:9])[CH:5]=[CH:4][C:3]=1F.[O:12]1[CH2:17][CH2:16][N:15]([CH2:18][CH2:19][NH2:20])[CH2:14][CH2:13]1.C(=O)([O-])[O-].[K+].[K+].O.